The task is: Predict the product of the given reaction.. This data is from Forward reaction prediction with 1.9M reactions from USPTO patents (1976-2016). (1) Given the reactants [Cl:1][C:2]1[CH:3]=[C:4]([CH:6]=[C:7]([F:35])[C:8]=1[CH2:9][S:10][C:11]1[N:12]([C:28]2[CH:33]=[CH:32][C:31]([F:34])=[CH:30][CH:29]=2)[C:13]([C:16]([C:19]2[CH:24]=[CH:23][C:22]([Cl:25])=[C:21]([O:26][CH3:27])[CH:20]=2)([CH3:18])[CH3:17])=[CH:14][N:15]=1)[NH2:5].C([O:40][C:41](=[O:55])[CH2:42][C@H:43]([NH:47]C(OC(C)(C)C)=O)[C:44](O)=[O:45])(C)(C)C.CN(C(ON1N=NC2C=CC=NC1=2)=[N+](C)C)C.F[P-](F)(F)(F)(F)F.CCN(C(C)C)C(C)C.C(O)(C(F)(F)F)=O, predict the reaction product. The product is: [NH2:47][C@H:43]([C:44]([NH:5][C:4]1[CH:6]=[C:7]([F:35])[C:8]([CH2:9][S:10][C:11]2[N:12]([C:28]3[CH:29]=[CH:30][C:31]([F:34])=[CH:32][CH:33]=3)[C:13]([C:16]([C:19]3[CH:24]=[CH:23][C:22]([Cl:25])=[C:21]([O:26][CH3:27])[CH:20]=3)([CH3:17])[CH3:18])=[CH:14][N:15]=2)=[C:2]([Cl:1])[CH:3]=1)=[O:45])[CH2:42][C:41]([OH:55])=[O:40]. (2) Given the reactants C(N(CC)CC)C.Cl[C:9]([O:11][CH2:12][CH3:13])=[O:10].[I:14][C:15]1[CH:23]=[CH:22][C:18](C(O)=O)=[CH:17][N:16]=1, predict the reaction product. The product is: [I:14][C:15]1[CH:23]=[CH:22][C:18]([C:9]([O:11][CH2:12][CH3:13])=[O:10])=[CH:17][N:16]=1.